This data is from Retrosynthesis with 50K atom-mapped reactions and 10 reaction types from USPTO. The task is: Predict the reactants needed to synthesize the given product. (1) The reactants are: CCN1CCN(Cc2ccc(N)cc2C(F)(F)F)CC1.O=C(O)Cc1ccc(-n2cnc3cccnc32)cc1Cl. Given the product CCN1CCN(Cc2ccc(NC(=O)Cc3ccc(-n4cnc5cccnc54)cc3Cl)cc2C(F)(F)F)CC1, predict the reactants needed to synthesize it. (2) The reactants are: COc1c(F)c(F)c(N)c2c(=O)c(C(=O)O)c(-c3ccccc3)n(C3CC3)c12.NCCNc1ccccn1. Given the product COc1c(NCCNc2ccccn2)c(F)c(N)c2c(=O)c(C(=O)O)c(-c3ccccc3)n(C3CC3)c12, predict the reactants needed to synthesize it.